Dataset: Full USPTO retrosynthesis dataset with 1.9M reactions from patents (1976-2016). Task: Predict the reactants needed to synthesize the given product. Given the product [Cl:1][C:2]1[CH:7]=[CH:6][N:5]=[C:4]([CH2:8][CH3:9])[C:3]=1[C:19]#[C:18][C:15]1[CH:16]=[CH:17][C:12]([NH2:11])=[N:13][CH:14]=1, predict the reactants needed to synthesize it. The reactants are: [Cl:1][C:2]1[CH:7]=[CH:6][N:5]=[C:4]([CH2:8][CH3:9])[C:3]=1I.[NH2:11][C:12]1[CH:17]=[CH:16][C:15]([C:18]#[CH:19])=[CH:14][N:13]=1.C(N(CC)CC)C.O.